From a dataset of Full USPTO retrosynthesis dataset with 1.9M reactions from patents (1976-2016). Predict the reactants needed to synthesize the given product. Given the product [CH3:14][N:15]1[CH2:16][CH2:17][N:18]([C:21]2[CH:26]=[N:25][C:24]([C:27]3[CH:28]=[C:29]([CH:30]=[CH:31][CH:32]=3)[CH2:33][N:11]3[C:10](=[O:13])[CH:9]=[CH:8][C:7]([C:5]4[CH:4]=[N:3][N:2]([CH3:1])[CH:6]=4)=[N:12]3)=[N:23][CH:22]=2)[CH2:19][CH2:20]1, predict the reactants needed to synthesize it. The reactants are: [CH3:1][N:2]1[CH:6]=[C:5]([C:7]2[CH:8]=[CH:9][C:10](=[O:13])[NH:11][N:12]=2)[CH:4]=[N:3]1.[CH3:14][N:15]1[CH2:20][CH2:19][N:18]([C:21]2[CH:22]=[N:23][C:24]([C:27]3[CH:28]=[C:29]([CH2:33]O)[CH:30]=[CH:31][CH:32]=3)=[N:25][CH:26]=2)[CH2:17][CH2:16]1.C1(P(C2C=CC=CC=2)C2C=CC=CC=2)C=CC=CC=1.N(C(OC(C)(C)C)=O)=NC(OC(C)(C)C)=O.